This data is from Forward reaction prediction with 1.9M reactions from USPTO patents (1976-2016). The task is: Predict the product of the given reaction. (1) Given the reactants [NH2:1][C:2]1[CH:3]=[CH:4][C:5]([CH:13]2[CH2:18][CH2:17][C:16](=O)[CH2:15][CH2:14]2)=[C:6]2[C:10]=1[C:9](=[O:11])[N:8]([CH3:12])[CH2:7]2.[C:20](=[O:23])([O-])[O-].[NH4+:24].[NH4+:25].[CH3:26][OH:27].[C-]#N.[K+], predict the reaction product. The product is: [NH2:1][C:2]1[CH:3]=[CH:4][C:5]([CH:13]2[CH2:18][CH2:17][C:16]3([NH:25][C:26](=[O:27])[NH:24][C:20]3=[O:23])[CH2:15][CH2:14]2)=[C:6]2[C:10]=1[C:9](=[O:11])[N:8]([CH3:12])[CH2:7]2. (2) Given the reactants [CH2:1]([O:8][CH2:9][CH:10]=[O:11])[C:2]1[CH:7]=[CH:6][CH:5]=[CH:4][CH:3]=1.C1COCC1.[C:17]1([Mg]Br)[CH:22]=[CH:21][CH:20]=[CH:19][CH:18]=1, predict the reaction product. The product is: [CH2:1]([O:8][CH2:9][CH:10]([C:17]1[CH:22]=[CH:21][CH:20]=[CH:19][CH:18]=1)[OH:11])[C:2]1[CH:7]=[CH:6][CH:5]=[CH:4][CH:3]=1. (3) Given the reactants BrC1C=CC=CC=1S.C(OC(N1CCC(=O)CC1)=O)(C)(C)C.[C:23]([O:27][C:28]([N:30]1[CH2:35][CH2:34][C:33]([C:37]2[CH:42]=[C:41](F)[CH:40]=[CH:39][C:38]=2[SH:44])([OH:36])[CH2:32][CH2:31]1)=[O:29])([CH3:26])([CH3:25])[CH3:24], predict the reaction product. The product is: [C:23]([O:27][C:28]([N:30]1[CH2:31][CH2:32][C:33]([OH:36])([C:37]2[CH:42]=[CH:41][CH:40]=[CH:39][C:38]=2[SH:44])[CH2:34][CH2:35]1)=[O:29])([CH3:26])([CH3:24])[CH3:25]. (4) Given the reactants [C:1]1([N:7]2[CH:11]=[C:10]([CH2:12]O)[CH:9]=[N:8]2)[CH:6]=[CH:5][CH:4]=[CH:3][CH:2]=1.S(Cl)([Cl:16])=O.C(=O)([O-])O.[Na+], predict the reaction product. The product is: [Cl:16][CH2:12][C:10]1[CH:9]=[N:8][N:7]([C:1]2[CH:6]=[CH:5][CH:4]=[CH:3][CH:2]=2)[CH:11]=1. (5) Given the reactants [C:1]1([C:7]2[N:12]=[CH:11][C:10]([CH2:13]O)=[CH:9][CH:8]=2)[CH:6]=[CH:5][CH:4]=[CH:3][CH:2]=1.S(Cl)([Cl:17])=O.C(=O)([O-])O.[Na+], predict the reaction product. The product is: [Cl:17][CH2:13][C:10]1[CH:9]=[CH:8][C:7]([C:1]2[CH:6]=[CH:5][CH:4]=[CH:3][CH:2]=2)=[N:12][CH:11]=1.